From a dataset of HIV replication inhibition screening data with 41,000+ compounds from the AIDS Antiviral Screen. Binary Classification. Given a drug SMILES string, predict its activity (active/inactive) in a high-throughput screening assay against a specified biological target. The drug is Nn1nc2ccccc2n1. The result is 0 (inactive).